This data is from Forward reaction prediction with 1.9M reactions from USPTO patents (1976-2016). The task is: Predict the product of the given reaction. Given the reactants [Br:1][C:2]1[CH:7]=[CH:6][CH:5]=[CH:4][C:3]=1[O:8][CH2:9][CH2:10]Br.[NH2:12][CH2:13][CH2:14][OH:15], predict the reaction product. The product is: [Br:1][C:2]1[CH:7]=[CH:6][CH:5]=[CH:4][C:3]=1[O:8][CH2:9][CH2:10][NH:12][CH2:13][CH2:14][OH:15].